This data is from Catalyst prediction with 721,799 reactions and 888 catalyst types from USPTO. The task is: Predict which catalyst facilitates the given reaction. (1) Reactant: [N:1]1[C:2]([C:10]2[CH:11]=C([CH:15]=[CH:16][CH:17]=2)C#N)=[CH:3][N:4]2[C:9]=1[CH:8]=[CH:7][CH:6]=[N:5]2.[OH-:18].[Na+].Cl.[CH3:21][CH2:22][OH:23]. Product: [N:1]1[C:2]([C:10]2[CH:11]=[C:21]([CH:15]=[CH:16][CH:17]=2)[C:22]([OH:18])=[O:23])=[CH:3][N:4]2[C:9]=1[CH:8]=[CH:7][CH:6]=[N:5]2. The catalyst class is: 6. (2) Reactant: F[C:2]1[N:7]=[CH:6][C:5]([NH:8][C:9]([C@H:11]2[CH2:15][CH2:14][CH2:13][N:12]2[C:16]2[N:17]=[C:18]([NH:25][C:26]3[CH:30]=[C:29]([CH:31]([CH3:33])[CH3:32])[NH:28][N:27]=3)[C:19]3[CH2:24][CH2:23][CH2:22][C:20]=3[N:21]=2)=[O:10])=[CH:4][CH:3]=1.[O-:34][CH2:35][CH3:36].[Na+]. Product: [CH2:35]([O:34][C:2]1[N:7]=[CH:6][C:5]([NH:8][C:9]([C@H:11]2[CH2:15][CH2:14][CH2:13][N:12]2[C:16]2[N:17]=[C:18]([NH:25][C:26]3[CH:30]=[C:29]([CH:31]([CH3:33])[CH3:32])[NH:28][N:27]=3)[C:19]3[CH2:24][CH2:23][CH2:22][C:20]=3[N:21]=2)=[O:10])=[CH:4][CH:3]=1)[CH3:36]. The catalyst class is: 8. (3) Reactant: [NH:1]1[C:5]([C:6]([OH:8])=O)=[CH:4][C:3]([C:9]2[NH:10][N:11]=[CH:12][CH:13]=2)=[N:2]1.[NH2:14][C@@H:15]([CH3:32])[CH2:16][N:17]1[CH:21]=[CH:20][C:19]([C:22]2[CH:29]=[C:28]([F:30])[C:25]([C:26]#[N:27])=[C:24]([Cl:31])[CH:23]=2)=[N:18]1.CN(C=O)C. Product: [Cl:31][C:24]1[CH:23]=[C:22]([C:19]2[CH:20]=[CH:21][N:17]([CH2:16][C@@H:15]([NH:14][C:6]([C:5]3[NH:1][N:2]=[C:3]([C:9]4[NH:10][N:11]=[CH:12][CH:13]=4)[CH:4]=3)=[O:8])[CH3:32])[N:18]=2)[CH:29]=[C:28]([F:30])[C:25]=1[C:26]#[N:27]. The catalyst class is: 6. (4) Reactant: [CH:1]1([C:7]2[C:8]3[CH:9]=[CH:10][C:11]([C:39]([O:41][CH3:42])=[O:40])=[CH:12][C:13]=3[N:14]3[CH2:20][C:19]([C:21]([NH:23][CH2:24][C:25](=[O:32])[CH2:26][CH2:27][C:28]([O:30][CH3:31])=[O:29])=O)=[CH:18][C:17]4[CH:33]=[C:34]([O:37][CH3:38])[CH:35]=[CH:36][C:16]=4[C:15]=23)[CH2:6][CH2:5][CH2:4][CH2:3][CH2:2]1.P(Cl)(Cl)(Cl)=O.C(=O)(O)[O-].[Na+]. Product: [CH:1]1([C:7]2[C:8]3[CH:9]=[CH:10][C:11]([C:39]([O:41][CH3:42])=[O:40])=[CH:12][C:13]=3[N:14]3[CH2:20][C:19]([C:21]4[O:32][C:25]([CH2:26][CH2:27][C:28]([O:30][CH3:31])=[O:29])=[CH:24][N:23]=4)=[CH:18][C:17]4[CH:33]=[C:34]([O:37][CH3:38])[CH:35]=[CH:36][C:16]=4[C:15]=23)[CH2:2][CH2:3][CH2:4][CH2:5][CH2:6]1. The catalyst class is: 11. (5) Reactant: Cl[C:2]1[CH:10]=[CH:9][C:5]([C:6]([OH:8])=[O:7])=[CH:4][N:3]=1.[F:11][C:12]([F:16])([F:15])[CH2:13][OH:14].[H-].[Na+].Cl. Product: [F:11][C:12]([F:16])([F:15])[CH2:13][O:14][C:2]1[CH:10]=[CH:9][C:5]([C:6]([OH:8])=[O:7])=[CH:4][N:3]=1. The catalyst class is: 80.